Dataset: Peptide-MHC class I binding affinity with 185,985 pairs from IEDB/IMGT. Task: Regression. Given a peptide amino acid sequence and an MHC pseudo amino acid sequence, predict their binding affinity value. This is MHC class I binding data. (1) The peptide sequence is CVADYSVLY. The MHC is HLA-A26:01 with pseudo-sequence HLA-A26:01. The binding affinity (normalized) is 1.00. (2) The peptide sequence is SHAQTVVL. The MHC is Mamu-A07 with pseudo-sequence Mamu-A07. The binding affinity (normalized) is 0.732. (3) The peptide sequence is EKLKSLFNTV. The MHC is HLA-A26:02 with pseudo-sequence HLA-A26:02. The binding affinity (normalized) is 0.0847. (4) The peptide sequence is LGYPFAWFL. The MHC is HLA-B27:05 with pseudo-sequence HLA-B27:05. The binding affinity (normalized) is 0.0847. (5) The peptide sequence is HPRQFLAFL. The MHC is HLA-B58:01 with pseudo-sequence HLA-B58:01. The binding affinity (normalized) is 0.0847. (6) The peptide sequence is HLKEKSSLR. The MHC is HLA-A29:02 with pseudo-sequence HLA-A29:02. The binding affinity (normalized) is 0.0847. (7) The peptide sequence is KEYALFYKL. The MHC is H-2-Db with pseudo-sequence H-2-Db. The binding affinity (normalized) is 0.113.